Dataset: Forward reaction prediction with 1.9M reactions from USPTO patents (1976-2016). Task: Predict the product of the given reaction. (1) Given the reactants [C:1]([O:5][C:6](=[O:26])[CH:7]([C:15]1[CH:20]=[C:19]([C:21]([O:23][CH3:24])=[O:22])[CH:18]=[CH:17][C:16]=1[NH2:25])[C:8]([O:10][C:11]([CH3:14])([CH3:13])[CH3:12])=[O:9])([CH3:4])([CH3:3])[CH3:2].[CH2:27]([O:34][C:35]([N:37]1[CH2:42][CH2:41][C:40](=O)[CH2:39][CH2:38]1)=[O:36])[C:28]1[CH:33]=[CH:32][CH:31]=[CH:30][CH:29]=1.C(O)(=O)C.C(O[BH-](OC(=O)C)OC(=O)C)(=O)C.[Na+], predict the reaction product. The product is: [C:11]([O:10][C:8](=[O:9])[CH:7]([C:15]1[CH:20]=[C:19]([C:21]([O:23][CH3:24])=[O:22])[CH:18]=[CH:17][C:16]=1[NH:25][CH:40]1[CH2:41][CH2:42][N:37]([C:35]([O:34][CH2:27][C:28]2[CH:29]=[CH:30][CH:31]=[CH:32][CH:33]=2)=[O:36])[CH2:38][CH2:39]1)[C:6]([O:5][C:1]([CH3:2])([CH3:3])[CH3:4])=[O:26])([CH3:14])([CH3:13])[CH3:12]. (2) Given the reactants [NH2:1][C:2]1[CH:10]=[CH:9][C:5]([C:6]([OH:8])=O)=[CH:4][C:3]=1[Cl:11].[C:12]([NH:16][C:17](=[O:31])[C:18]1[CH:23]=[CH:22][CH:21]=[C:20]([CH2:24][N:25]2[CH2:30][CH2:29][NH:28][CH2:27][CH2:26]2)[CH:19]=1)([CH3:15])([CH3:14])[CH3:13].Cl.CN(C)CCCN=C=NCC.C(N(CC)CC)C, predict the reaction product. The product is: [NH2:1][C:2]1[CH:10]=[CH:9][C:5]([C:6]([N:28]2[CH2:27][CH2:26][N:25]([CH2:24][C:20]3[CH:19]=[C:18]([CH:23]=[CH:22][CH:21]=3)[C:17]([NH:16][C:12]([CH3:14])([CH3:15])[CH3:13])=[O:31])[CH2:30][CH2:29]2)=[O:8])=[CH:4][C:3]=1[Cl:11]. (3) The product is: [NH2:25][C:21]1[C:22]([Cl:24])=[CH:23][C:18]([C:17]([NH:16][CH2:15][C@@H:11]2[CH2:10][N:9]([CH2:8][CH2:7][CH2:6][CH2:5][C:4]([O:3][C@@H:1]3[CH:34]4[CH2:35][CH2:36][N:31]([CH2:32][CH2:33]4)[CH2:2]3)=[O:30])[CH2:14][CH2:13][O:12]2)=[O:29])=[C:19]([O:26][CH2:27][CH3:28])[CH:20]=1. Given the reactants [CH2:1]([O:3][C:4](=[O:30])[CH2:5][CH2:6][CH2:7][CH2:8][N:9]1[CH2:14][CH2:13][O:12][C@H:11]([CH2:15][NH:16][C:17](=[O:29])[C:18]2[CH:23]=[C:22]([Cl:24])[C:21]([NH2:25])=[CH:20][C:19]=2[O:26][CH2:27][CH3:28])[CH2:10]1)[CH3:2].[N:31]12CC[CH:34]([CH2:35][CH2:36]1)[CH:33](O)[CH2:32]2, predict the reaction product. (4) Given the reactants [N:1]1([C:7]2[C:15]3[O:14][CH2:13][C@@H:12]([N:16](C(=O)C(F)(F)F)[C:17]4[CH:30]=[CH:29][C:20]5[C@H:21]([CH2:24][C:25]([O:27]C)=[O:26])[CH2:22][O:23][C:19]=5[CH:18]=4)[C:11]=3[CH:10]=[CH:9][CH:8]=2)[CH2:6][CH2:5][CH2:4][CH2:3][CH2:2]1.[OH-].[Na+].Cl, predict the reaction product. The product is: [N:1]1([C:7]2[C:15]3[O:14][CH2:13][C@@H:12]([NH:16][C:17]4[CH:30]=[CH:29][C:20]5[C@H:21]([CH2:24][C:25]([OH:27])=[O:26])[CH2:22][O:23][C:19]=5[CH:18]=4)[C:11]=3[CH:10]=[CH:9][CH:8]=2)[CH2:6][CH2:5][CH2:4][CH2:3][CH2:2]1. (5) The product is: [Cl:28][C:20]1[C:21]([O:23][C:24]([F:25])([F:26])[F:27])=[CH:22][C:16]2[S:15][C:37]3[C:36]4[NH:35][C:34](=[O:41])[N:33]=[CH:32][C:31]=4[C:30]([CH3:42])([CH3:29])[CH2:39][C:38]=3[NH:18][C:17]=2[CH:19]=1. Given the reactants [NH2:18][C:17]1[CH:19]=[C:20]([Cl:28])[C:21]([O:23][C:24]([F:27])([F:25])[F:26])=[CH:22][C:16]=1[S:15][S:15][C:16]1[CH:22]=[C:21]([O:23][C:24]([F:27])([F:26])[F:25])[C:20]([Cl:28])=[CH:19][C:17]=1[NH2:18].[CH3:29][C:30]1([CH3:42])[CH2:39][C:38](=O)[CH2:37][C:36]2[NH:35][C:34](=[O:41])[N:33]=[CH:32][C:31]1=2, predict the reaction product.